Dataset: Full USPTO retrosynthesis dataset with 1.9M reactions from patents (1976-2016). Task: Predict the reactants needed to synthesize the given product. (1) Given the product [CH2:3]([O:7][C:9]1[CH:14]=[C:13]([O:15][CH2:16][CH2:17][C:18]([CH3:21])([CH3:20])[CH3:19])[N:12]=[CH:11][N:10]=1)[C:4]#[C:5][CH3:6], predict the reactants needed to synthesize it. The reactants are: [H-].[Na+].[CH2:3]([OH:7])[C:4]#[C:5][CH3:6].Cl[C:9]1[CH:14]=[C:13]([O:15][CH2:16][CH2:17][C:18]([CH3:21])([CH3:20])[CH3:19])[N:12]=[CH:11][N:10]=1.[Cl-].[NH4+]. (2) Given the product [F:25][C:26]1[CH:27]=[C:28]([NH:29][C:20]([C:15]2[NH:16][C:17]3[C:13]([CH:14]=2)=[CH:12][C:11]([C:9]([CH2:8][CH2:7][N:1]2[CH2:2][CH2:3][CH2:4][CH2:5][CH2:6]2)=[CH2:10])=[CH:19][CH:18]=3)=[O:22])[CH:30]=[C:31]([F:33])[CH:32]=1, predict the reactants needed to synthesize it. The reactants are: [N:1]1([CH2:7][CH2:8][C:9]([C:11]2[CH:12]=[C:13]3[C:17](=[CH:18][CH:19]=2)[NH:16][C:15]([C:20]([O:22]CC)=O)=[CH:14]3)=[CH2:10])[CH2:6][CH2:5][CH2:4][CH2:3][CH2:2]1.[F:25][C:26]1[CH:27]=[C:28]([CH:30]=[C:31]([F:33])[CH:32]=1)[NH2:29]. (3) Given the product [F:13][C:3]1[C:4]([F:12])=[C:5]([C:6]#[N:7])[C:8]([F:11])=[C:9]([F:10])[C:2]=1[C:18]1[CH:19]=[C:20]([C:22]([F:25])([F:23])[F:24])[CH:21]=[C:16]([C:15]([F:14])([F:30])[F:29])[CH:17]=1, predict the reactants needed to synthesize it. The reactants are: Br[C:2]1[C:9]([F:10])=[C:8]([F:11])[C:5]([C:6]#[N:7])=[C:4]([F:12])[C:3]=1[F:13].[F:14][C:15]([F:30])([F:29])[C:16]1[CH:17]=[C:18](B(O)O)[CH:19]=[C:20]([C:22]([F:25])([F:24])[F:23])[CH:21]=1.C(=O)([O-])[O-].[Cs+].[Cs+].